Dataset: CYP2C19 inhibition data for predicting drug metabolism from PubChem BioAssay. Task: Regression/Classification. Given a drug SMILES string, predict its absorption, distribution, metabolism, or excretion properties. Task type varies by dataset: regression for continuous measurements (e.g., permeability, clearance, half-life) or binary classification for categorical outcomes (e.g., BBB penetration, CYP inhibition). Dataset: cyp2c19_veith. The drug is CC(NC(=O)CN1CCCC1)C12CC3CC(CC(C3)C1)C2.Cl. The result is 1 (inhibitor).